Dataset: Catalyst prediction with 721,799 reactions and 888 catalyst types from USPTO. Task: Predict which catalyst facilitates the given reaction. (1) Reactant: FC(F)(F)S(O[C:7]1[C:11]2[C:12]([O:16][CH3:17])=[N:13][CH:14]=[CH:15][C:10]=2[N:9]([CH:18]2[CH2:22][CH2:21][O:20][CH2:19]2)[N:8]=1)(=O)=O.CC1(C)C(C)(C)OB([C:33]2[CH:38]=[CH:37][C:36]([S:39]([NH2:42])(=[O:41])=[O:40])=[CH:35][CH:34]=2)O1.C(=O)([O-])[O-].[Na+].[Na+].O. Product: [CH3:17][O:16][C:12]1[C:11]2[C:7]([C:33]3[CH:38]=[CH:37][C:36]([S:39]([NH2:42])(=[O:41])=[O:40])=[CH:35][CH:34]=3)=[N:8][N:9]([CH:18]3[CH2:22][CH2:21][O:20][CH2:19]3)[C:10]=2[CH:15]=[CH:14][N:13]=1. The catalyst class is: 104. (2) Reactant: [OH-].[Na+].[CH2:3]([N:5]1[C:9]2=[N:10][C:11]([CH3:26])=[C:12]([C:21]([O:23]CC)=[O:22])[C:13]([NH:14][CH:15]3[CH2:20][CH2:19][O:18][CH2:17][CH2:16]3)=[C:8]2[CH:7]=[N:6]1)[CH3:4]. Product: [CH2:3]([N:5]1[C:9]2=[N:10][C:11]([CH3:26])=[C:12]([C:21]([OH:23])=[O:22])[C:13]([NH:14][CH:15]3[CH2:20][CH2:19][O:18][CH2:17][CH2:16]3)=[C:8]2[CH:7]=[N:6]1)[CH3:4]. The catalyst class is: 8.